Dataset: Reaction yield outcomes from USPTO patents with 853,638 reactions. Task: Predict the reaction yield, written as a fraction of the theoretical maximum amount of product (1.0 means a 100% yield; for example, 0.34 means a 34% yield). (1) The reactants are Br[CH2:2][C:3]1[CH:4]=[C:5]([CH:10]=[CH:11][CH:12]=1)[C:6]([O:8][CH3:9])=[O:7].[Cl:13][C:14]1[N:19]=[C:18](Cl)[CH:17]=[CH:16][N:15]=1. No catalyst specified. The product is [Cl:13][C:14]1[N:19]=[C:18]([CH2:2][C:3]2[CH:12]=[CH:11][CH:10]=[C:5]([C:6]([O:8][CH3:9])=[O:7])[CH:4]=2)[CH:17]=[CH:16][N:15]=1. The yield is 0.860. (2) The reactants are [C:1]([Mg]Cl)#[CH:2].O1CCCC1.[O:10]1[CH2:15][CH2:14][C:13](=[O:16])[CH2:12][CH2:11]1.[Cl-].[NH4+]. The catalyst is C(OCC)C. The product is [C:1]([C:13]1([OH:16])[CH2:14][CH2:15][O:10][CH2:11][CH2:12]1)#[CH:2]. The yield is 0.962. (3) The reactants are Br[CH:2]1[CH2:4][CH2:3]1.[Mg].[O:6]=[C:7]1[C:16]2[CH:17]=[C:18]([CH2:21][C:22]([O:24][CH3:25])=[O:23])[CH:19]=[CH:20][C:15]=2[O:14][CH2:13][C:12]2[CH:11]=[CH:10][S:9][C:8]1=2.[Cl-].[NH4+]. The catalyst is C1COCC1. The product is [CH:2]1([C:7]2([OH:6])[C:16]3[CH:17]=[C:18]([CH2:21][C:22]([O:24][CH3:25])=[O:23])[CH:19]=[CH:20][C:15]=3[O:14][CH2:13][C:12]3[CH:11]=[CH:10][S:9][C:8]2=3)[CH2:4][CH2:3]1. The yield is 0.790. (4) The reactants are [CH2:1]([C:3]1([CH2:18][C:19]([OH:21])=[O:20])[C:8]2[NH:9][C:10]3[C:15]([C:7]=2[CH2:6][CH2:5][O:4]1)=[CH:14][CH:13]=[CH:12][C:11]=3[CH2:16][CH3:17])[CH3:2].[H-].[Na+].[CH2:24](Br)[C:25]1[CH:30]=[CH:29][CH:28]=[CH:27][CH:26]=1. The catalyst is O1CCCC1. The product is [CH2:24]([N:9]1[C:10]2[C:15](=[CH:14][CH:13]=[CH:12][C:11]=2[CH2:16][CH3:17])[C:7]2[CH2:6][CH2:5][O:4][C:3]([CH2:18][C:19]([OH:21])=[O:20])([CH2:1][CH3:2])[C:8]1=2)[C:25]1[CH:30]=[CH:29][CH:28]=[CH:27][CH:26]=1. The yield is 0.730. (5) The reactants are [C:1](Cl)(=[O:10])[CH2:2][CH2:3][C:4]1[CH:9]=[CH:8][CH:7]=[CH:6][CH:5]=1.[NH2:12][C:13]1[CH:14]=[CH:15][C:16]([N:19]2[CH2:24][CH2:23][N:22]([C:25]([C:27]3[CH:32]=[CH:31][CH:30]=[CH:29][C:28]=3[C:33]([F:36])([F:35])[F:34])=[O:26])[CH2:21][CH2:20]2)=[N:17][CH:18]=1. The catalyst is ClCCl.C(N(C(C)C)CC)(C)C. The product is [C:4]1([CH2:3][CH2:2][C:1]([NH:12][C:13]2[CH:18]=[N:17][C:16]([N:19]3[CH2:20][CH2:21][N:22]([C:25](=[O:26])[C:27]4[CH:32]=[CH:31][CH:30]=[CH:29][C:28]=4[C:33]([F:36])([F:35])[F:34])[CH2:23][CH2:24]3)=[CH:15][CH:14]=2)=[O:10])[CH:9]=[CH:8][CH:7]=[CH:6][CH:5]=1. The yield is 0.0760. (6) The reactants are [Br:1][C:2]1[CH:16]=[CH:15][C:5]([CH2:6][C:7]2[CH:14]=[CH:13][C:10]([C:11]#[N:12])=[CH:9][CH:8]=2)=[CH:4][C:3]=1[CH3:17].[OH2:18]. The catalyst is C(OC(=O)C)(=O)C.[O-2].[O-2].[O-2].[Cr+6]. The product is [Br:1][C:2]1[CH:16]=[CH:15][C:5]([C:6]([C:7]2[CH:14]=[CH:13][C:10]([C:11]#[N:12])=[CH:9][CH:8]=2)=[O:18])=[CH:4][C:3]=1[CH3:17]. The yield is 0.340. (7) The reactants are [CH2:1]([N:8]1[CH2:12][CH:11]([N:13](C(OC(C)(C)C)=O)[CH2:14][C:15]2[CH:20]=[CH:19][C:18]([F:21])=[CH:17][C:16]=2[F:22])[CH2:10][CH:9]1[C:30](O)=[O:31])[C:2]1[CH:7]=[CH:6][CH:5]=[CH:4][CH:3]=1.[F:33][C:34]([F:48])([F:47])[C:35]1[C:36]([N:41]2[CH2:46][CH2:45][NH:44][CH2:43][CH2:42]2)=[N:37][CH:38]=[CH:39][CH:40]=1. No catalyst specified. The product is [CH2:1]([N:8]1[CH2:12][C@@H:11]([NH:13][CH2:14][C:15]2[CH:20]=[CH:19][C:18]([F:21])=[CH:17][C:16]=2[F:22])[CH2:10][C@H:9]1[C:30]([N:44]1[CH2:43][CH2:42][N:41]([C:36]2[C:35]([C:34]([F:33])([F:47])[F:48])=[CH:40][CH:39]=[CH:38][N:37]=2)[CH2:46][CH2:45]1)=[O:31])[C:2]1[CH:7]=[CH:6][CH:5]=[CH:4][CH:3]=1. The yield is 0.0750. (8) The reactants are [CH3:1][C:2]1[C:11](B2OC(C)(C)C(C)(C)O2)=[CH:10][CH:9]=[C:8]2[C:3]=1[CH2:4][CH2:5][N:6]([C:21]([O:23][C:24]([CH3:27])([CH3:26])[CH3:25])=[O:22])[CH2:7]2.C(=O)([O-])[O-].[Na+].[Na+].Br[C:35]1[S:39][C:38]([C:40]2[CH:41]=[CH:42][C:43]([O:48][CH:49]([CH3:51])[CH3:50])=[C:44]([CH:47]=2)[C:45]#[N:46])=[N:37][N:36]=1. The catalyst is COCCOC.O. The product is [C:45]([C:44]1[CH:47]=[C:40]([C:38]2[S:39][C:35]([C:11]3[C:2]([CH3:1])=[C:3]4[C:8](=[CH:9][CH:10]=3)[CH2:7][N:6]([C:21]([O:23][C:24]([CH3:26])([CH3:27])[CH3:25])=[O:22])[CH2:5][CH2:4]4)=[N:36][N:37]=2)[CH:41]=[CH:42][C:43]=1[O:48][CH:49]([CH3:51])[CH3:50])#[N:46]. The yield is 0.640. (9) The reactants are [CH3:1][O:2][C:3]1[CH:4]=[C:5]2[C:10](=[CH:11][CH:12]=1)[C:9](O)=[C:8]([Br:14])[CH:7]=[CH:6]2.[C:15](=[O:18])([O-])[O-:16].[Cs+].[Cs+].[Br:21]CC(OCC)=O.C[C:29]([CH3:31])=O. No catalyst specified. The product is [CH2:29]([O:16][C:15](=[O:18])[CH2:1][O:2][C:3]1[CH:12]=[CH:11][C:10]2[C:5](=[CH:6][CH:7]=[C:8]([Br:14])[CH:9]=2)[C:4]=1[Br:21])[CH3:31]. The yield is 0.756. (10) The reactants are [Cl:1][C:2]1[CH:7]=[C:6]([CH2:8]O)[CH:5]=[CH:4][N:3]=1.P(Br)(Br)[Br:11]. The catalyst is C(Cl)Cl. The product is [Br:11][CH2:8][C:6]1[CH:5]=[CH:4][N:3]=[C:2]([Cl:1])[CH:7]=1. The yield is 0.500.